This data is from NCI-60 drug combinations with 297,098 pairs across 59 cell lines. The task is: Regression. Given two drug SMILES strings and cell line genomic features, predict the synergy score measuring deviation from expected non-interaction effect. (1) Synergy scores: CSS=27.9, Synergy_ZIP=-2.29, Synergy_Bliss=-1.37, Synergy_Loewe=0.813, Synergy_HSA=0.280. Drug 1: C1CN1C2=NC(=NC(=N2)N3CC3)N4CC4. Cell line: SN12C. Drug 2: CCC1(CC2CC(C3=C(CCN(C2)C1)C4=CC=CC=C4N3)(C5=C(C=C6C(=C5)C78CCN9C7C(C=CC9)(C(C(C8N6C)(C(=O)OC)O)OC(=O)C)CC)OC)C(=O)OC)O.OS(=O)(=O)O. (2) Cell line: HOP-62. Drug 2: C#CCC(CC1=CN=C2C(=N1)C(=NC(=N2)N)N)C3=CC=C(C=C3)C(=O)NC(CCC(=O)O)C(=O)O. Drug 1: CC1=C2C(C(=O)C3(C(CC4C(C3C(C(C2(C)C)(CC1OC(=O)C(C(C5=CC=CC=C5)NC(=O)OC(C)(C)C)O)O)OC(=O)C6=CC=CC=C6)(CO4)OC(=O)C)OC)C)OC. Synergy scores: CSS=51.8, Synergy_ZIP=13.5, Synergy_Bliss=14.2, Synergy_Loewe=14.2, Synergy_HSA=15.1. (3) Drug 1: C1C(C(OC1N2C=C(C(=O)NC2=O)F)CO)O. Drug 2: CC(C)CN1C=NC2=C1C3=CC=CC=C3N=C2N. Cell line: SF-268. Synergy scores: CSS=16.8, Synergy_ZIP=-7.40, Synergy_Bliss=-2.69, Synergy_Loewe=-21.9, Synergy_HSA=-4.08. (4) Drug 1: CS(=O)(=O)OCCCCOS(=O)(=O)C. Drug 2: CC1C(C(CC(O1)OC2CC(CC3=C2C(=C4C(=C3O)C(=O)C5=CC=CC=C5C4=O)O)(C(=O)C)O)N)O. Cell line: RPMI-8226. Synergy scores: CSS=31.7, Synergy_ZIP=-3.20, Synergy_Bliss=-6.55, Synergy_Loewe=-34.5, Synergy_HSA=-4.18. (5) Drug 1: C1C(C(OC1N2C=C(C(=O)NC2=O)F)CO)O. Drug 2: C1=NC2=C(N=C(N=C2N1C3C(C(C(O3)CO)O)F)Cl)N. Cell line: SK-OV-3. Synergy scores: CSS=7.11, Synergy_ZIP=-11.8, Synergy_Bliss=-6.63, Synergy_Loewe=-10.5, Synergy_HSA=-5.97. (6) Drug 1: CN(C)C1=NC(=NC(=N1)N(C)C)N(C)C. Drug 2: CC1CCC2CC(C(=CC=CC=CC(CC(C(=O)C(C(C(=CC(C(=O)CC(OC(=O)C3CCCCN3C(=O)C(=O)C1(O2)O)C(C)CC4CCC(C(C4)OC)O)C)C)O)OC)C)C)C)OC. Cell line: RXF 393. Synergy scores: CSS=5.20, Synergy_ZIP=-3.46, Synergy_Bliss=-9.54, Synergy_Loewe=-24.8, Synergy_HSA=-11.9. (7) Cell line: MCF7. Synergy scores: CSS=-2.58, Synergy_ZIP=1.17, Synergy_Bliss=-0.487, Synergy_Loewe=1.16, Synergy_HSA=-2.12. Drug 1: CC1C(C(CC(O1)OC2CC(CC3=C2C(=C4C(=C3O)C(=O)C5=C(C4=O)C(=CC=C5)OC)O)(C(=O)CO)O)N)O.Cl. Drug 2: CN(C(=O)NC(C=O)C(C(C(CO)O)O)O)N=O.